This data is from NCI-60 drug combinations with 297,098 pairs across 59 cell lines. The task is: Regression. Given two drug SMILES strings and cell line genomic features, predict the synergy score measuring deviation from expected non-interaction effect. (1) Cell line: SF-539. Drug 2: CC12CCC3C(C1CCC2O)C(CC4=C3C=CC(=C4)O)CCCCCCCCCS(=O)CCCC(C(F)(F)F)(F)F. Drug 1: C1CCN(CC1)CCOC2=CC=C(C=C2)C(=O)C3=C(SC4=C3C=CC(=C4)O)C5=CC=C(C=C5)O. Synergy scores: CSS=-0.0930, Synergy_ZIP=-0.0675, Synergy_Bliss=-1.13, Synergy_Loewe=-3.92, Synergy_HSA=-5.08. (2) Drug 1: COC1=C(C=C2C(=C1)N=CN=C2NC3=CC(=C(C=C3)F)Cl)OCCCN4CCOCC4. Drug 2: CCC1=C2CN3C(=CC4=C(C3=O)COC(=O)C4(CC)O)C2=NC5=C1C=C(C=C5)O. Cell line: BT-549. Synergy scores: CSS=42.0, Synergy_ZIP=0.0338, Synergy_Bliss=3.91, Synergy_Loewe=1.59, Synergy_HSA=5.80.